This data is from Forward reaction prediction with 1.9M reactions from USPTO patents (1976-2016). The task is: Predict the product of the given reaction. Given the reactants [CH3:1][C:2]1([C:5](=O)[CH2:6][C:7]#[N:8])[CH2:4][CH2:3]1.O.[NH2:11][NH2:12], predict the reaction product. The product is: [CH3:1][C:2]1([C:5]2[CH:6]=[C:7]([NH2:8])[NH:12][N:11]=2)[CH2:4][CH2:3]1.